This data is from Forward reaction prediction with 1.9M reactions from USPTO patents (1976-2016). The task is: Predict the product of the given reaction. (1) Given the reactants [Br:1][C:2]1[CH:11]=[CH:10][C:5]([O:6][CH2:7][CH2:8][NH2:9])=[C:4]([C:12]([F:15])([F:14])[F:13])[CH:3]=1.[C:16](O[C:16]([O:18][C:19]([CH3:22])([CH3:21])[CH3:20])=[O:17])([O:18][C:19]([CH3:22])([CH3:21])[CH3:20])=[O:17], predict the reaction product. The product is: [Br:1][C:2]1[CH:11]=[CH:10][C:5]([O:6][CH2:7][CH2:8][NH:9][C:16](=[O:17])[O:18][C:19]([CH3:22])([CH3:21])[CH3:20])=[C:4]([C:12]([F:13])([F:14])[F:15])[CH:3]=1. (2) Given the reactants Cl.[NH2:2][C:3]1[C:4]2[C:14]([O:15][CH2:16][C:17]([NH2:20])([CH3:19])[CH3:18])=[CH:13][CH:12]=[CH:11][C:5]=2[NH:6][S:7](=[O:10])(=[O:9])[N:8]=1.[CH:21]([C:23]1[N:24]=[CH:25][N:26]([C:28]2[CH:29]=[C:30]([CH:34]=[CH:35][N:36]=2)[C:31](O)=[O:32])[CH:27]=1)=[O:22], predict the reaction product. The product is: [NH2:2][C:3]1[C:4]2[C:14]([O:15][CH2:16][C:17]([NH:20][C:31](=[O:32])[C:30]3[CH:34]=[CH:35][N:36]=[C:28]([N:26]4[CH:27]=[C:23]([CH:21]=[O:22])[N:24]=[CH:25]4)[CH:29]=3)([CH3:18])[CH3:19])=[CH:13][CH:12]=[CH:11][C:5]=2[NH:6][S:7](=[O:10])(=[O:9])[N:8]=1. (3) Given the reactants [F:1][C:2]([F:20])([F:19])[C:3]1[CH:4]=[C:5]([NH:9][C:10]2[C:11](=[CH:15][CH:16]=[CH:17][CH:18]=2)[C:12]([OH:14])=O)[CH:6]=[CH:7][CH:8]=1.N[C@H](C(C(OCC1C=CC=CC=1)=O)=O)CCSC.C(=O)([O-])[O-].[Na+].[Na+], predict the reaction product. The product is: [F:19][C:2]([F:1])([F:20])[C:3]1[CH:8]=[CH:7][C:6]2[C:12](=[O:14])[C:11]3[C:10]([NH:9][C:5]=2[CH:4]=1)=[CH:18][CH:17]=[CH:16][CH:15]=3. (4) Given the reactants ClC1C=C(N(C2C=CC(F)=CC=2C)C(OC(OC(=O)CC)C)=O)C=CC=1C(=O)C1C=CC=CC=1C.Cl[CH:37]([O:39][C:40](=[O:67])[N:41]([C:50]1[CH:55]=[CH:54][C:53]([C:56](=[O:65])[C:57]2[CH:62]=[CH:61][C:60]([Cl:63])=[CH:59][C:58]=2[CH3:64])=[C:52]([Cl:66])[CH:51]=1)[C:42]1[CH:47]=[CH:46][C:45]([F:48])=[CH:44][C:43]=1[CH3:49])[CH3:38].[OH:68][C:69]([CH3:74])([CH3:73])[C:70]([O-:72])=[O:71].C([N+](CCCC)(CCCC)CCCC)CCC, predict the reaction product. The product is: [Cl:66][C:52]1[CH:51]=[C:50]([N:41]([C:42]2[CH:47]=[CH:46][C:45]([F:48])=[CH:44][C:43]=2[CH3:49])[C:40]([O:39][CH:37]([O:72][C:70](=[O:71])[C:69]([OH:68])([CH3:74])[CH3:73])[CH3:38])=[O:67])[CH:55]=[CH:54][C:53]=1[C:56](=[O:65])[C:57]1[CH:62]=[CH:61][C:60]([Cl:63])=[CH:59][C:58]=1[CH3:64]. (5) Given the reactants [CH:1]1([CH2:7][N:8]2[C:12]([C:13]3[CH:18]=[C:17]([C:19]([CH3:22])([CH3:21])[CH3:20])[CH:16]=[C:15]([C:23]([CH3:26])([CH3:25])[CH3:24])[CH:14]=3)=[CH:11][C:10]([S:27]([NH:30][CH2:31][CH2:32][C:33]([O:35]C)=[O:34])(=[O:29])=[O:28])=[C:9]2[CH3:37])[CH2:6][CH2:5][CH2:4][CH2:3][CH2:2]1.O[Li].O, predict the reaction product. The product is: [CH:1]1([CH2:7][N:8]2[C:12]([C:13]3[CH:18]=[C:17]([C:19]([CH3:21])([CH3:20])[CH3:22])[CH:16]=[C:15]([C:23]([CH3:25])([CH3:26])[CH3:24])[CH:14]=3)=[CH:11][C:10]([S:27]([NH:30][CH2:31][CH2:32][C:33]([OH:35])=[O:34])(=[O:28])=[O:29])=[C:9]2[CH3:37])[CH2:6][CH2:5][CH2:4][CH2:3][CH2:2]1.